From a dataset of Reaction yield outcomes from USPTO patents with 853,638 reactions. Predict the reaction yield, written as a fraction of the theoretical maximum amount of product (1.0 means a 100% yield; for example, 0.34 means a 34% yield). (1) The reactants are O.[OH-].[Li+].[CH3:4][O:5][C:6]([N:8]1[CH2:13][C:12](=[O:14])[N:11]2[CH:15]([C:18]([O:20]CC)=[O:19])[CH2:16][CH2:17][CH:10]2[CH2:9]1)=[O:7].Cl. The catalyst is O.CO.O1CCCC1. The product is [CH3:4][O:5][C:6]([N:8]1[CH2:13][C:12](=[O:14])[N:11]2[CH:15]([C:18]([OH:20])=[O:19])[CH2:16][CH2:17][CH:10]2[CH2:9]1)=[O:7]. The yield is 1.00. (2) The reactants are [NH2:1][C@H:2]([C:4]([NH:6][CH:7]1[N:13]=[C:12]([C:14]2[CH:19]=[CH:18][CH:17]=[CH:16][CH:15]=2)[C:11]2[CH:20]=[CH:21][CH:22]=[CH:23][C:10]=2[N:9]([CH3:24])[C:8]1=[O:25])=[O:5])[CH3:3].[Cl:26][CH2:27][C:28](Cl)=[O:29]. The catalyst is C(Cl)Cl. The product is [Cl:26][CH2:27][C:28]([NH:1][C@H:2]([C:4]([NH:6][CH:7]1[N:13]=[C:12]([C:14]2[CH:19]=[CH:18][CH:17]=[CH:16][CH:15]=2)[C:11]2[CH:20]=[CH:21][CH:22]=[CH:23][C:10]=2[N:9]([CH3:24])[C:8]1=[O:25])=[O:5])[CH3:3])=[O:29]. The yield is 0.980.